From a dataset of Full USPTO retrosynthesis dataset with 1.9M reactions from patents (1976-2016). Predict the reactants needed to synthesize the given product. (1) Given the product [CH2:1]([S:3]([C:6]1[CH:25]=[CH:24][CH:23]=[CH:22][C:7]=1[CH2:8][N:9]1[C:14]2[N:15]=[C:16]([S:19]([CH3:20])=[O:34])[N:17]=[CH:18][C:13]=2[CH:12]=[CH:11][C:10]1=[O:21])(=[O:5])=[O:4])[CH3:2], predict the reactants needed to synthesize it. The reactants are: [CH2:1]([S:3]([C:6]1[CH:25]=[CH:24][CH:23]=[CH:22][C:7]=1[CH2:8][N:9]1[C:14]2[N:15]=[C:16]([S:19][CH3:20])[N:17]=[CH:18][C:13]=2[CH:12]=[CH:11][C:10]1=[O:21])(=[O:5])=[O:4])[CH3:2].ClC1C=CC=C(C(OO)=[O:34])C=1. (2) Given the product [F:23][C:19]1[C:18]([O:24][CH3:25])=[C:17]([C:13]2[CH:14]=[CH:15][CH:16]=[C:11]([N:9]3[CH:10]=[C:6]([C:4]([C:28]4[CH:33]=[CH:32][C:31]([O:34][CH3:35])=[CH:30][CH:29]=4)=[O:5])[N:7]=[CH:8]3)[CH:12]=2)[CH:22]=[CH:21][CH:20]=1, predict the reactants needed to synthesize it. The reactants are: CON(C)[C:4]([C:6]1[N:7]=[CH:8][N:9]([C:11]2[CH:12]=[C:13]([C:17]3[CH:22]=[CH:21][CH:20]=[C:19]([F:23])[C:18]=3[O:24][CH3:25])[CH:14]=[CH:15][CH:16]=2)[CH:10]=1)=[O:5].Br[C:28]1[CH:33]=[CH:32][C:31]([O:34][CH3:35])=[CH:30][CH:29]=1. (3) The reactants are: [CH3:1][N:2]([CH3:28])[C:3]1[C:4]2[C:11]([C:12]3[CH:13]=[C:14]([CH2:18]O)[CH:15]=[CH:16][CH:17]=3)=[CH:10][N:9]([CH2:20][O:21]CC[Si](C)(C)C)[C:5]=2[N:6]=[CH:7][N:8]=1.[F:29][C:30]([F:35])([F:34])[C:31]([OH:33])=[O:32]. Given the product [F:29][C:30]([F:35])([F:34])[C:31]([O:33][CH2:18][C:14]1[CH:15]=[CH:16][CH:17]=[C:12]([C:11]2[C:4]3[C:3]([N:2]([CH3:1])[CH3:28])=[N:8][CH:7]=[N:6][C:5]=3[N:9]([CH2:20][OH:21])[CH:10]=2)[CH:13]=1)=[O:32], predict the reactants needed to synthesize it. (4) Given the product [CH3:15][C:16]1[O:7][C:6](=[O:8])[C:5]2[CH:9]=[CH:10][CH:11]=[C:3]([C:2]([F:13])([F:14])[F:1])[C:4]=2[N:12]=1, predict the reactants needed to synthesize it. The reactants are: [F:1][C:2]([F:14])([F:13])[C:3]1[C:4]([NH2:12])=[C:5]([CH:9]=[CH:10][CH:11]=1)[C:6]([OH:8])=[O:7].[C:15](OC(=O)C)(=O)[CH3:16]. (5) Given the product [CH2:9]([N:13]1[C:17]2[CH:18]=[N:19][CH:20]=[CH:21][C:16]=2[S:15]/[C:14]/1=[N:22]\[C:23](=[O:35])[C:24]1[CH:29]=[C:28]([C:30]([F:33])([F:32])[F:31])[CH:27]=[CH:26][C:25]=1[O:4][CH2:3][C:2]([OH:6])([CH3:5])[CH3:1])[CH2:10][CH2:11][CH3:12], predict the reactants needed to synthesize it. The reactants are: [CH3:1][C:2]([OH:6])([CH3:5])[CH2:3][OH:4].[H-].[Na+].[CH2:9]([N:13]1[C:17]2[CH:18]=[N:19][CH:20]=[CH:21][C:16]=2[S:15]/[C:14]/1=[N:22]\[C:23](=[O:35])[C:24]1[CH:29]=[C:28]([C:30]([F:33])([F:32])[F:31])[CH:27]=[CH:26][C:25]=1F)[CH2:10][CH2:11][CH3:12]. (6) The reactants are: NC1C=C(C)C(OC2C=C3C(=CC=2)NN=C3CCC)=C(C)C=1.C(N(CC)CC)C.[CH2:30]([O:32][C:33](=[O:65])[C:34]([NH:36][C:37]1[CH:62]=[C:61]([CH3:63])[C:40]([O:41][C:42]2[CH:43]=[C:44]3[C:48](=[CH:49][CH:50]=2)[N:47](C(=O)C(OCC)=O)[N:46]=[C:45]3[CH2:58][CH2:59][CH3:60])=[C:39]([CH3:64])[CH:38]=1)=[O:35])[CH3:31]. Given the product [CH3:63][C:61]1[CH:62]=[C:37]([NH:36][C:34](=[O:35])[C:33]([O:32][CH2:30][CH3:31])=[O:65])[CH:38]=[C:39]([CH3:64])[C:40]=1[O:41][C:42]1[CH:43]=[C:44]2[C:48](=[CH:49][CH:50]=1)[NH:47][N:46]=[C:45]2[CH2:58][CH2:59][CH3:60], predict the reactants needed to synthesize it.